From a dataset of NCI-60 drug combinations with 297,098 pairs across 59 cell lines. Regression. Given two drug SMILES strings and cell line genomic features, predict the synergy score measuring deviation from expected non-interaction effect. Drug 1: C1CN1P(=S)(N2CC2)N3CC3. Drug 2: CCC(=C(C1=CC=CC=C1)C2=CC=C(C=C2)OCCN(C)C)C3=CC=CC=C3.C(C(=O)O)C(CC(=O)O)(C(=O)O)O. Cell line: HOP-92. Synergy scores: CSS=14.6, Synergy_ZIP=-6.98, Synergy_Bliss=-4.23, Synergy_Loewe=-6.83, Synergy_HSA=-2.85.